From a dataset of Reaction yield outcomes from USPTO patents with 853,638 reactions. Predict the reaction yield, written as a fraction of the theoretical maximum amount of product (1.0 means a 100% yield; for example, 0.34 means a 34% yield). (1) The reactants are C[O-].[Na+].CS(C)=O.CO[C:10](=[O:24])[CH2:11][CH2:12][C:13]([CH2:15][CH2:16][CH2:17][CH2:18][O:19][CH2:20][CH2:21][O:22][CH3:23])=[O:14]. The catalyst is C1(C)C=CC=CC=1. The product is [CH3:23][O:22][CH2:21][CH2:20][O:19][CH2:18][CH2:17][CH2:16][CH:15]1[C:10](=[O:24])[CH2:11][CH2:12][C:13]1=[O:14]. The yield is 0.750. (2) The catalyst is C(O)C.O.ClCCl.[Fe]. The reactants are [F:1][C:2]1[CH:3]=[C:4]([N+:15]([O-])=O)[CH:5]=[C:6]2[C:10]=1[N:9]([CH2:11][CH2:12][CH3:13])[C:8](=[O:14])[CH2:7]2.[Cl-].[NH4+]. The yield is 0.990. The product is [NH2:15][C:4]1[CH:5]=[C:6]2[C:10](=[C:2]([F:1])[CH:3]=1)[N:9]([CH2:11][CH2:12][CH3:13])[C:8](=[O:14])[CH2:7]2. (3) The reactants are [Cl:1][C:2]1[CH:10]=[C:6]([C:7]([OH:9])=O)[C:5]([OH:11])=[CH:4][CH:3]=1.[NH2:12][C:13]1[S:14][C:15]([C:22]#[N:23])=[C:16]([C:18]([CH3:21])([CH3:20])[CH3:19])[N:17]=1. No catalyst specified. The product is [Cl:1][C:2]1[CH:3]=[CH:4][C:5]([OH:11])=[C:6]([CH:10]=1)[C:7]([NH:12][C:13]1[S:14][C:15]([C:22]#[N:23])=[C:16]([C:18]([CH3:19])([CH3:21])[CH3:20])[N:17]=1)=[O:9]. The yield is 0.634. (4) The reactants are [F:1][C:2]1[CH:11]=[C:10]([F:12])[CH:9]=[C:8]2[C:3]=1[CH:4]=[CH:5][C:6]([C:13](=O)[CH3:14])=[CH:7]2.C([O-])(=O)C.[NH4+].C([BH3-])#[N:22].[Na+]. The catalyst is CO. The product is [F:1][C:2]1[CH:11]=[C:10]([F:12])[CH:9]=[C:8]2[C:3]=1[CH:4]=[CH:5][C:6]([CH:13]([NH2:22])[CH3:14])=[CH:7]2. The yield is 0.380. (5) The reactants are C[O:2][C:3](=[O:36])[C:4]1[CH:9]=[CH:8][C:7]([CH2:10][O:11][C:12]2[C:17]([C:18]3[N:22]([CH2:23][CH:24]4[CH2:29][CH2:28][CH2:27][CH2:26][CH2:25]4)[C:21]4[CH:30]=[C:31]([F:35])[C:32]([F:34])=[CH:33][C:20]=4[N:19]=3)=[CH:16][CH:15]=[CH:14][N:13]=2)=[CH:6][CH:5]=1.O.[OH-].[Li+]. The catalyst is O1CCCC1.O. The product is [CH:24]1([CH2:23][N:22]2[C:21]3[CH:30]=[C:31]([F:35])[C:32]([F:34])=[CH:33][C:20]=3[N:19]=[C:18]2[C:17]2[C:12]([O:11][CH2:10][C:7]3[CH:8]=[CH:9][C:4]([C:3]([OH:36])=[O:2])=[CH:5][CH:6]=3)=[N:13][CH:14]=[CH:15][CH:16]=2)[CH2:29][CH2:28][CH2:27][CH2:26][CH2:25]1. The yield is 0.260. (6) The reactants are [CH3:1][N:2]1[C:6]([C:7]2[CH:8]=[C:9]([C:12]([O:14][CH3:15])=[O:13])[S:10][CH:11]=2)=[CH:5][CH:4]=[N:3]1.C1C(=O)N([Br:23])C(=O)C1. The catalyst is O1CCCC1. The product is [Br:23][C:5]1[CH:4]=[N:3][N:2]([CH3:1])[C:6]=1[C:7]1[CH:8]=[C:9]([C:12]([O:14][CH3:15])=[O:13])[S:10][CH:11]=1. The yield is 0.800. (7) The reactants are [CH3:1][O:2][C:3]([NH:5][C@@H:6]([CH:20]([CH3:22])[CH3:21])[C:7]([N:9]1[C@@H:13]([CH3:14])[CH2:12][CH2:11][C@H:10]1[C:15]([O:17]CC)=[O:16])=[O:8])=[O:4].[Li+].[OH-]. The catalyst is CO. The product is [CH3:1][O:2][C:3]([NH:5][C@@H:6]([CH:20]([CH3:22])[CH3:21])[C:7]([N:9]1[C@@H:13]([CH3:14])[CH2:12][CH2:11][C@H:10]1[C:15]([OH:17])=[O:16])=[O:8])=[O:4]. The yield is 0.560. (8) The reactants are O[CH2:2][C:3]([C:5]1[CH:10]=[CH:9][CH:8]=[CH:7][CH:6]=1)=[O:4].N1([C:17]2[CH:24]=[CH:23][C:20]([CH:21]=O)=[CH:19]N=2)CCCCC1.O([CH3:27])[Na]. The catalyst is C1COCC1. The product is [C:20]1([CH:21]=[CH:2][C:3]([C:5]2[CH:10]=[CH:9][CH:8]=[CH:7][CH:6]=2)=[O:4])[CH:19]=[CH:27][CH:17]=[CH:24][CH:23]=1. The yield is 0.435. (9) The reactants are [Cl:1][C:2]1[CH:7]=[CH:6][CH:5]=[CH:4][C:3]=1/[CH:8]=[CH:9]/[CH3:10].CC[C@H]1[C@H]2C[C@H]([C@H](OC3C4C(=CC=CC=4)C(O[C@H](C4C=CN=C5C=4C=C(OC)C=C5)[C@@H]4N5C[C@H](CC)[C@@H](CC5)C4)=NN=3)C3C=CN=C4C=3C=C([O:32]C)C=C4)N(CC2)C1.CS(N)(=O)=O.CC(O)(C)C.[OH2:79]. No catalyst specified. The product is [Cl:1][C:2]1[CH:7]=[CH:6][CH:5]=[CH:4][C:3]=1[C@@H:8]([OH:32])[C@H:9]([OH:79])[CH3:10]. The yield is 0.900.